From a dataset of Full USPTO retrosynthesis dataset with 1.9M reactions from patents (1976-2016). Predict the reactants needed to synthesize the given product. Given the product [CH2:1]=[CH:2][C:3](=[CH2:4])[CH3:5].[CH2:6]=[CH:7][CH:8]=[CH2:9], predict the reactants needed to synthesize it. The reactants are: [CH2:1]=[CH:2][C:3](=[CH2:5])[CH3:4].[CH2:6]=[CH:7][C:8]1C=CC=C[CH:9]=1.[Li][Li].